This data is from Full USPTO retrosynthesis dataset with 1.9M reactions from patents (1976-2016). The task is: Predict the reactants needed to synthesize the given product. Given the product [F:1][C:2]([F:27])([F:28])[C:3]1[CH:8]=[CH:7][C:6]([C:9]([C:17]2[CH:22]=[CH:21][C:20]([C:23]([F:26])([F:25])[F:24])=[CH:19][CH:18]=2)=[C:10]([CH3:16])[CH:11]=[O:12])=[CH:5][CH:4]=1, predict the reactants needed to synthesize it. The reactants are: [F:1][C:2]([F:28])([F:27])[C:3]1[CH:8]=[CH:7][C:6]([C:9]([C:17]2[CH:22]=[CH:21][C:20]([C:23]([F:26])([F:25])[F:24])=[CH:19][CH:18]=2)=[C:10]([CH3:16])[C:11](OCC)=[O:12])=[CH:5][CH:4]=1.[H-].C([Al+]CC(C)C)C(C)C.C1(C)C=CC=CC=1.CO.O.O.O.O.C(C(C(C([O-])=O)O)O)([O-])=O.[K+].[Na+].